This data is from Peptide-MHC class II binding affinity with 134,281 pairs from IEDB. The task is: Regression. Given a peptide amino acid sequence and an MHC pseudo amino acid sequence, predict their binding affinity value. This is MHC class II binding data. (1) The peptide sequence is VKDWLDGSRGYRIQR. The MHC is DRB1_0101 with pseudo-sequence DRB1_0101. The binding affinity (normalized) is 0.399. (2) The MHC is HLA-DQA10401-DQB10402 with pseudo-sequence HLA-DQA10401-DQB10402. The peptide sequence is TKGEGGVWTFDSEEP. The binding affinity (normalized) is 0.438. (3) The peptide sequence is CILAWILVRIINVRS. The MHC is HLA-DPA10103-DPB10401 with pseudo-sequence HLA-DPA10103-DPB10401. The binding affinity (normalized) is 0.0483. (4) The MHC is DRB1_1001 with pseudo-sequence DRB1_1001. The binding affinity (normalized) is 0.0538. The peptide sequence is KGDEQKLRSAGEVEI. (5) The MHC is DRB1_0701 with pseudo-sequence DRB1_0701. The binding affinity (normalized) is 0.307. The peptide sequence is IEAAASAIQGNVTSI.